This data is from Forward reaction prediction with 1.9M reactions from USPTO patents (1976-2016). The task is: Predict the product of the given reaction. (1) Given the reactants Br[C:2]1[CH:7]=[CH:6][C:5]([N+:8]([O-:10])=[O:9])=[CH:4][N:3]=1.[C:11]([O:15][C:16](=[O:25])[N:17]([CH3:24])[CH:18]1[CH2:23][CH2:22][NH:21][CH2:20][CH2:19]1)([CH3:14])([CH3:13])[CH3:12].C(N(CC)CC)C, predict the reaction product. The product is: [C:11]([O:15][C:16](=[O:25])[N:17]([CH3:24])[CH:18]1[CH2:23][CH2:22][N:21]([C:2]2[CH:7]=[CH:6][C:5]([N+:8]([O-:10])=[O:9])=[CH:4][N:3]=2)[CH2:20][CH2:19]1)([CH3:14])([CH3:13])[CH3:12]. (2) Given the reactants [NH2:1][C:2]1[CH:3]=[CH:4][CH:5]=[C:6]2[C:10]=1[C:9](=[O:11])[N:8]([C@@H:12]([C:18]1[CH:23]=[CH:22][C:21]([O:24][CH3:25])=[C:20]([O:26][CH2:27][CH3:28])[CH:19]=1)[CH2:13][S:14]([CH3:17])(=[O:16])=[O:15])[CH2:7]2.[CH:29]1([C:32](Cl)=[O:33])[CH2:31][CH2:30]1.CO, predict the reaction product. The product is: [CH:29]1([C:32]([NH:1][C:2]2[CH:3]=[CH:4][CH:5]=[C:6]3[C:10]=2[C:9](=[O:11])[N:8]([C@@H:12]([C:18]2[CH:23]=[CH:22][C:21]([O:24][CH3:25])=[C:20]([O:26][CH2:27][CH3:28])[CH:19]=2)[CH2:13][S:14]([CH3:17])(=[O:15])=[O:16])[CH2:7]3)=[O:33])[CH2:31][CH2:30]1. (3) Given the reactants [CH3:1][O:2][C:3]1[CH:4]=[C:5]([CH:9]2[CH2:18][C:17]([CH3:20])([CH3:19])[C:16]3[C:11](=[CH:12][CH:13]=[C:14]([C:21](NS(C)(=O)=O)=[O:22])[CH:15]=3)[NH:10]2)[CH:6]=[CH:7][CH:8]=1.[OH-:28].[Na+].O.Cl, predict the reaction product. The product is: [CH3:1][O:2][C:3]1[CH:4]=[C:5]([CH:9]2[CH2:18][C:17]([CH3:20])([CH3:19])[C:16]3[C:11](=[CH:12][CH:13]=[C:14]([C:21]([OH:22])=[O:28])[CH:15]=3)[NH:10]2)[CH:6]=[CH:7][CH:8]=1. (4) The product is: [CH:30]1([N:21]2[CH2:22][C:23]([F:28])([F:29])[C:24](=[O:27])[N:25]([CH3:26])[C:19]3[CH:18]=[N:17][C:16]([NH:15][C:10]4[CH:9]=[CH:8][C:7]([C:6]([NH:5][CH:3]5[CH2:4][N:1]([S:48]([CH3:47])(=[O:50])=[O:49])[CH2:2]5)=[O:37])=[CH:12][C:11]=4[O:13][CH3:14])=[N:35][C:20]2=3)[CH2:34][CH2:33][CH2:32][CH2:31]1. Given the reactants [NH:1]1[CH2:4][CH:3]([NH:5][C:6](=[O:37])[C:7]2[CH:12]=[C:11]([O:13][CH3:14])[C:10]([NH:15][C:16]3[N:17]=[CH:18][C:19]4[N:25]([CH3:26])[C:24](=[O:27])[C:23]([F:29])([F:28])[CH2:22][N:21]([CH:30]5[CH2:34][CH2:33][CH2:32][CH2:31]5)[C:20]=4[N:35]=3)=[CH:9][C:8]=2F)[CH2:2]1.CCN(C(C)C)C(C)C.[CH3:47][S:48](Cl)(=[O:50])=[O:49], predict the reaction product. (5) Given the reactants [CH:1]1([NH:7][CH2:8][CH2:9][OH:10])[CH2:6][CH2:5][CH2:4][CH2:3][CH2:2]1.[C:11]([O:15][C:16]([NH:18][CH:19]([CH:25]1[CH2:30][CH2:29][CH2:28][CH2:27][CH2:26]1)[CH2:20][CH2:21][C:22](O)=[O:23])=[O:17])([CH3:14])([CH3:13])[CH3:12].C1C=CC2N(O)N=NC=2C=1.CNC(N=C=NCC)CCNC, predict the reaction product. The product is: [C:11]([O:15][C:16](=[O:17])[NH:18][CH:19]([CH:25]1[CH2:30][CH2:29][CH2:28][CH2:27][CH2:26]1)[CH2:20][CH2:21][C:22](=[O:23])[N:7]([CH:1]1[CH2:6][CH2:5][CH2:4][CH2:3][CH2:2]1)[CH2:8][CH2:9][OH:10])([CH3:14])([CH3:12])[CH3:13]. (6) Given the reactants [NH:1]1[C:9]2[C:4](=[N:5][CH:6]=[CH:7][CH:8]=2)[CH:3]=[CH:2]1.O=[C:11]1[CH2:16][CH2:15][CH2:14][CH2:13][CH:12]1[NH:17][C:18](=[O:24])[O:19][C:20]([CH3:23])([CH3:22])[CH3:21], predict the reaction product. The product is: [NH:1]1[C:9]2[C:4](=[N:5][CH:6]=[CH:7][CH:8]=2)[C:3]([C:16]2[CH2:11][CH:12]([NH:17][C:18](=[O:24])[O:19][C:20]([CH3:22])([CH3:21])[CH3:23])[CH2:13][CH2:14][CH:15]=2)=[CH:2]1.[NH:1]1[C:9]2[C:4](=[N:5][CH:6]=[CH:7][CH:8]=2)[C:3]([C:16]2[CH2:15][CH2:14][CH2:13][CH:12]([NH:17][C:18](=[O:24])[O:19][C:20]([CH3:22])([CH3:21])[CH3:23])[CH:11]=2)=[CH:2]1.